From a dataset of Full USPTO retrosynthesis dataset with 1.9M reactions from patents (1976-2016). Predict the reactants needed to synthesize the given product. (1) Given the product [ClH:41].[CH2:1]([NH:4][C:5]1[CH:10]=[C:9]([C:11]2[NH:15][C:14]3[CH:16]=[CH:17][CH:18]=[C:19]([NH:20][C:21](=[O:22])[C:23]4[CH:28]=[CH:27][CH:26]=[C:25]([CH:29]5[CH2:33][CH2:32][NH:31][CH2:30]5)[CH:24]=4)[C:13]=3[N:12]=2)[CH:8]=[CH:7][N:6]=1)[CH2:2][CH3:3], predict the reactants needed to synthesize it. The reactants are: [CH2:1]([NH:4][C:5]1[CH:10]=[C:9]([C:11]2[NH:15][C:14]3[CH:16]=[CH:17][CH:18]=[C:19]([NH:20][C:21]([C:23]4[CH:24]=[C:25]([CH:29]5[CH2:33][CH2:32][N:31](C(OC(C)(C)C)=O)[CH2:30]5)[CH:26]=[CH:27][CH:28]=4)=[O:22])[C:13]=3[N:12]=2)[CH:8]=[CH:7][N:6]=1)[CH2:2][CH3:3].[ClH:41].CO. (2) Given the product [CH:1]12[CH2:10][CH:7]([CH:8]([OH:12])[CH:9]1[OH:11])[CH:6]1[CH:2]2[CH:3]=[CH:4][CH2:5]1, predict the reactants needed to synthesize it. The reactants are: [CH:1]12[CH2:10][CH:7]([CH:8]=[CH:9]1)[CH:6]1[CH:2]2[CH:3]=[CH:4][CH2:5]1.[OH2:11].[OH2:12].C[N+]([O-])(C)C.[O-][Si]([O-])=O.[Mg+2].S([O-])(O)=O.[Na+]. (3) Given the product [OH:13][C:2]1[CH:3]=[C:4]([CH3:11])[C:5]2[S:9][CH:8]=[N:7][C:6]=2[CH:10]=1, predict the reactants needed to synthesize it. The reactants are: N[C:2]1[CH:3]=[C:4]([CH3:11])[C:5]2[S:9][CH:8]=[N:7][C:6]=2[CH:10]=1.N([O-])=[O:13].[Na+]. (4) Given the product [Cl:16][C:17]1[N:18]=[C:19]([I:35])[C:20]([C:24]([F:27])([F:26])[F:25])=[CH:21][CH:22]=1, predict the reactants needed to synthesize it. The reactants are: CC1(C)CCCC(C)(C)N1.[Li]CCCC.[Cl:16][C:17]1[C:22](I)=[CH:21][C:20]([C:24]([F:27])([F:26])[F:25])=[CH:19][N:18]=1.ClC1C=C([I:35])C(C(F)(F)F)=CN=1. (5) Given the product [C:5]([O:27][CH2:26][C@H:7]1[O:6][C@H:5]([CH2:35][P:36]([O:37][CH2:38][CH3:39])(=[O:40])[O:41][CH2:42][CH3:43])[C@@H:4]([N:1]=[N+:2]=[N-:3])[C@@H:9]([O:10][CH2:11][C:12]2[CH:17]=[CH:16][CH:15]=[CH:14][CH:13]=2)[C@@H:8]1[O:18][CH2:19][C:12]1[CH:17]=[CH:16][CH:15]=[CH:14][CH:13]=1)(=[O:6])[CH3:4], predict the reactants needed to synthesize it. The reactants are: [N:1]([C@H:4]1[C@@H:9]([O:10][CH2:11][C:12]2[CH:17]=[CH:16][CH:15]=[CH:14][CH:13]=2)[C@H:8]([O:18][CH2:19]C2C=CC=CC=2)[C@@H:7]([CH2:26][O:27]CC2C=CC=CC=2)[O:6][C@@H:5]1[CH2:35][P:36]([O:41][CH2:42][CH3:43])(=[O:40])[O:37][CH2:38][CH3:39])=[N+:2]=[N-:3].C(Cl)Cl. (6) Given the product [C:12]([O:11][C:9]([NH:32][C:29](=[N:28][C:26]([C:19]1[C:18]([NH2:17])=[N:23][C:22]([NH2:24])=[C:21]([Cl:25])[N:20]=1)=[O:27])[S:30][CH3:31])=[O:10])([CH3:13])([CH3:14])[CH3:15], predict the reactants needed to synthesize it. The reactants are: [C:9](O[C:9]([O:11][C:12]([CH3:15])([CH3:14])[CH3:13])=[O:10])([O:11][C:12]([CH3:15])([CH3:14])[CH3:13])=[O:10].I.[NH2:17][C:18]1[C:19]([C:26]([NH:28][C:29](=[NH:32])[S:30][CH3:31])=[O:27])=[N:20][C:21]([Cl:25])=[C:22]([NH2:24])[N:23]=1. (7) Given the product [N:1]1([CH:7]2[CH2:8][CH2:9][CH:10]([C:13]([O:15][CH3:21])=[O:14])[CH2:11][CH2:12]2)[CH2:5][CH2:4][CH2:3][C:2]1=[O:6], predict the reactants needed to synthesize it. The reactants are: [N:1]1([CH:7]2[CH2:12][CH2:11][CH:10]([C:13]([OH:15])=[O:14])[CH2:9][CH2:8]2)[CH2:5][CH2:4][CH2:3][C:2]1=[O:6].S(=O)(=O)(O)O.[C:21](=O)(O)[O-].[Na+]. (8) The reactants are: [S:1]1[CH:5]=[CH:4][N:3]=[C:2]1[C:6]1[NH:11][C:10]([C:13]2[S:14][CH:15]=[CH:16][CH:17]=2)(O)[N:9]=[CH:8][CH:7]=1.[Cl:18]C1N=C(C2SC=CC=2)N=C(N)C=1. Given the product [Cl:18][C:8]1[CH:7]=[C:6]([C:2]2[S:1][CH:5]=[CH:4][N:3]=2)[N:11]=[C:10]([C:13]2[S:14][CH:15]=[CH:16][CH:17]=2)[N:9]=1, predict the reactants needed to synthesize it.